This data is from Peptide-MHC class I binding affinity with 185,985 pairs from IEDB/IMGT. The task is: Regression. Given a peptide amino acid sequence and an MHC pseudo amino acid sequence, predict their binding affinity value. This is MHC class I binding data. (1) The peptide sequence is GEDIQLLKA. The MHC is HLA-B18:01 with pseudo-sequence HLA-B18:01. The binding affinity (normalized) is 0.355. (2) The peptide sequence is RQGSTPLAL. The MHC is HLA-A32:01 with pseudo-sequence HLA-A32:01. The binding affinity (normalized) is 0.405.